From a dataset of Full USPTO retrosynthesis dataset with 1.9M reactions from patents (1976-2016). Predict the reactants needed to synthesize the given product. (1) Given the product [C:28]([C@H:32]1[CH2:37][CH2:36][C@H:35]([N:38]([CH:39]2[CH2:45][CH2:44][CH2:43][CH2:42][CH2:41][CH2:40]2)[C:7](=[O:19])[NH:8][C:9]2[S:10][C:11]([S:14][CH2:15][C:16]([OH:18])=[O:17])=[CH:12][N:13]=2)[CH2:34][CH2:33]1)([CH3:31])([CH3:29])[CH3:30], predict the reactants needed to synthesize it. The reactants are: C1(N([C@H]2CC[C@H](CC)CC2)[C:7](=[O:19])[NH:8][C:9]2[S:10][C:11]([S:14][CH2:15][C:16]([OH:18])=[O:17])=[CH:12][N:13]=2)CCCC1.[C:28]([CH:32]1[CH2:37][CH2:36][CH:35]([NH:38][CH:39]2[CH2:45][CH2:44][CH2:43][CH2:42][CH2:41][CH2:40]2)[CH2:34][CH2:33]1)([CH3:31])([CH3:30])[CH3:29].C(OC(=O)CSC1SC(N)=NC=1)C. (2) Given the product [CH3:34][NH:30][C:9](=[O:11])[CH2:8][CH:7]([C:1]1[CH:2]=[CH:3][CH:4]=[CH:5][CH:6]=1)[C:12]1[C:16]2=[N:17][CH:18]=[CH:19][CH:20]=[C:15]2[NH:14][CH:13]=1, predict the reactants needed to synthesize it. The reactants are: [C:1]1([CH:7]([C:12]2[C:16]3=[N:17][CH:18]=[CH:19][CH:20]=[C:15]3[NH:14][CH:13]=2)[CH2:8][C:9]([OH:11])=O)[CH:6]=[CH:5][CH:4]=[CH:3][CH:2]=1.CN.F[P-](F)(F)(F)(F)F.[N:30]1(O[P+](N(C)C)(N(C)C)N(C)C)[C:34]2C=CC=CC=2N=N1.C([O-])(O)=O.[Na+]. (3) Given the product [N:27]1([CH2:26][C:25]2[CH:33]=[C:34]([C:37]([F:39])([F:38])[F:40])[CH:35]=[CH:36][C:24]=2[C:9]2[CH:10]=[CH:11][C:12]([C:15]3[CH:20]=[N:19][C:18]([NH2:21])=[N:17][CH:16]=3)=[N:13][CH:14]=2)[CH2:28][CH2:29][O:30][CH2:31][CH2:32]1, predict the reactants needed to synthesize it. The reactants are: CC1(C)C(C)(C)OB([C:9]2[CH:10]=[CH:11][C:12]([C:15]3[CH:16]=[N:17][C:18]([NH2:21])=[N:19][CH:20]=3)=[N:13][CH:14]=2)O1.Br[C:24]1[CH:36]=[CH:35][C:34]([C:37]([F:40])([F:39])[F:38])=[CH:33][C:25]=1[CH2:26][N:27]1[CH2:32][CH2:31][O:30][CH2:29][CH2:28]1. (4) The reactants are: [CH3:1][NH:2][CH2:3][CH2:4]C.[O:6]1[CH2:9]C(N)C1.C1(C2C=CC([N+]([O-])=[O:24])=C(C=2)N)CCCC=1.[N+:26]([C:29]1[CH:35]=[CH:34][C:33]([C:36]2[S:37][CH:38]=[CH:39][CH:40]=2)=[CH:32][C:30]=1[NH2:31])([O-])=O. Given the product [NH2:26][C:29]1[CH:35]=[CH:34][C:33]([C:36]2[S:37][CH:38]=[CH:39][CH:40]=2)=[CH:32][C:30]=1[NH:31][C:1]([NH:2][CH:3]1[CH2:4][O:6][CH2:9]1)=[O:24], predict the reactants needed to synthesize it. (5) Given the product [ClH:1].[Cl:1][C:2]1[CH:3]=[CH:4][C:5]([C:8]2[N:9]=[C:10]3[CH:15]=[CH:14][C:13]([C:16]4[CH:21]=[CH:20][CH:19]=[CH:18][C:17]=4[CH2:22][OH:23])=[CH:12][N:11]3[CH:24]=2)=[CH:6][CH:7]=1, predict the reactants needed to synthesize it. The reactants are: [Cl:1][C:2]1[CH:7]=[CH:6][C:5]([C:8]2[N:9]=[C:10]3[CH:15]=[CH:14][C:13]([C:16]4[CH:21]=[CH:20][CH:19]=[CH:18][C:17]=4[CH2:22][OH:23])=[CH:12][N:11]3[CH:24]=2)=[CH:4][CH:3]=1.Cl. (6) Given the product [CH2:3]([O:10][CH2:9][CH2:8][O:7][CH2:11][CH2:12][OH:13])[C:2]#[CH:1], predict the reactants needed to synthesize it. The reactants are: [CH3:1][C:2](C)([O-])[CH3:3].[K+].[O:7]([CH2:11][CH2:12][OH:13])[CH2:8][CH2:9][OH:10].C(Br)C#C. (7) Given the product [CH3:10][N:6]1[CH:5]=[C:4]([N+:1]([O-:3])=[O:2])[CH:8]=[N:7]1, predict the reactants needed to synthesize it. The reactants are: [N+:1]([C:4]1[CH:5]=[N:6][NH:7][CH:8]=1)([O-:3])=[O:2].I[CH3:10].[H-].[Na+].O.